Dataset: Reaction yield outcomes from USPTO patents with 853,638 reactions. Task: Predict the reaction yield, written as a fraction of the theoretical maximum amount of product (1.0 means a 100% yield; for example, 0.34 means a 34% yield). (1) The reactants are [N+:1]([O-:4])(O)=[O:2].S(=O)(=O)(O)O.[Br:10][C:11]1[CH:16]=[CH:15][CH:14]=[C:13]([Br:17])[N+:12]=1[O-:18]. The yield is 0.930. No catalyst specified. The product is [Br:10][C:11]1[CH:16]=[C:15]([N+:1]([O-:4])=[O:2])[CH:14]=[C:13]([Br:17])[N+:12]=1[O-:18]. (2) The reactants are O.[OH-].[Li+].C([O:6][C:7](=O)[CH2:8][C:9]1[N:13]2[CH:14]=[C:15]([CH2:18][N:19]([CH3:21])[CH3:20])[CH:16]=[CH:17][C:12]2=[N:11][CH:10]=1)C.FC(F)(F)C(O)=O.C(N1C=CN=C1)([N:32]1C=CN=C1)=O. The catalyst is O1CCOCC1.O. The product is [CH3:20][N:19]([CH2:18][C:15]1[CH:16]=[CH:17][C:12]2[N:13]([C:9]([CH2:8][C:7]([NH2:32])=[O:6])=[CH:10][N:11]=2)[CH:14]=1)[CH3:21]. The yield is 0.760. (3) The reactants are [CH2:1]([O:3][C:4](=[O:21])[CH2:5][CH:6](C)[C:7](C1C=CC(OCCCCl)=CC=1)=[O:8])[CH3:2].C([O-])([O-])=O.[K+].[K+]. The catalyst is CC#N.C(Cl)Cl.[Na+].[I-]. The product is [CH2:1]([O:3][C:4](=[O:21])[CH2:5][CH2:6][CH:7]=[O:8])[CH3:2]. The yield is 1.00. (4) The reactants are [Cl:1][C:2]1[CH:3]=[C:4]([C:8]2[O:12][N:11]=[C:10]([CH2:13][N:14]3[CH2:20][CH2:19][CH2:18][CH2:17][N:16]4[C:21]([C:24]5[CH:29]=[CH:28][N:27]=[CH:26][CH:25]=5)=[N:22][N:23]=[C:15]34)[N:9]=2)[CH:5]=[CH:6][CH:7]=1.[CH3:30]S(OC(C1N=C(C2C=CC=C(Cl)C=2)ON=1)C)(=O)=O.N1C=CC(C2N3CCCCNC3=NN=2)=CC=1. No catalyst specified. The product is [Cl:1][C:2]1[CH:3]=[C:4]([C:8]2[O:12][N:11]=[C:10]([CH:13]([N:14]3[CH2:20][CH2:19][CH2:18][CH2:17][N:16]4[C:21]([C:24]5[CH:25]=[CH:26][N:27]=[CH:28][CH:29]=5)=[N:22][N:23]=[C:15]34)[CH3:30])[N:9]=2)[CH:5]=[CH:6][CH:7]=1. The yield is 0.0400.